This data is from Reaction yield outcomes from USPTO patents with 853,638 reactions. The task is: Predict the reaction yield, written as a fraction of the theoretical maximum amount of product (1.0 means a 100% yield; for example, 0.34 means a 34% yield). The reactants are [O:1]([C:8]1[CH:14]=[CH:13][CH:12]=[CH:11][C:9]=1[NH2:10])[C:2]1[CH:7]=[CH:6][CH:5]=[CH:4][CH:3]=1.[CH3:15][C:16]([CH3:18])=O.C(O)(=O)C.C(O[BH-](OC(=O)C)OC(=O)C)(=O)C.[Na+]. The catalyst is ClC(Cl)C. The product is [CH:16]([NH:10][C:9]1[CH:11]=[CH:12][CH:13]=[CH:14][C:8]=1[O:1][C:2]1[CH:3]=[CH:4][CH:5]=[CH:6][CH:7]=1)([CH3:18])[CH3:15]. The yield is 0.910.